Dataset: Full USPTO retrosynthesis dataset with 1.9M reactions from patents (1976-2016). Task: Predict the reactants needed to synthesize the given product. (1) Given the product [F:55][C:52]1[CH:53]=[CH:54][C:49]([C:29]2[CH:30]=[C:31]3[C:35](=[C:27]([C:25]([NH2:24])=[O:26])[CH:28]=2)[NH:34][CH:33]=[C:32]3[CH:36]2[CH2:41][CH2:40][NH:39][CH2:38][CH2:37]2)=[C:50]([CH3:56])[CH:51]=1, predict the reactants needed to synthesize it. The reactants are: N1CCC(C2C3C(=C(C(N)=O)C=C(C4SC=CC=4)C=3)NC=2)CC1.[NH2:24][C:25]([C:27]1[CH:28]=[C:29]([C:49]2[CH:54]=[CH:53][C:52]([F:55])=[CH:51][C:50]=2[CH3:56])[CH:30]=[C:31]2[C:35]=1[NH:34][CH:33]=[C:32]2[CH:36]1[CH2:41][CH2:40][N:39](C(OC(C)(C)C)=O)[CH2:38][CH2:37]1)=[O:26].Cl. (2) Given the product [C:1]([C:3]1[CH:4]=[C:5]([C:13]2[O:17][N:16]=[C:15]([C:18]3[CH:23]=[CH:22][C:21]([O:24][CH2:25][C:26]([OH:28])=[O:27])=[CH:20][C:19]=3[CH2:31][CH3:32])[N:14]=2)[CH:6]=[CH:7][C:8]=1[O:9][CH:10]([CH3:12])[CH3:11])#[N:2], predict the reactants needed to synthesize it. The reactants are: [C:1]([C:3]1[CH:4]=[C:5]([C:13]2[O:17][N:16]=[C:15]([C:18]3[CH:23]=[CH:22][C:21]([O:24][CH2:25][C:26]([O:28]CC)=[O:27])=[CH:20][C:19]=3[CH2:31][CH3:32])[N:14]=2)[CH:6]=[CH:7][C:8]=1[O:9][CH:10]([CH3:12])[CH3:11])#[N:2].[OH-].[Na+]. (3) Given the product [C:1]([O:5][C:6]1[CH:7]=[CH:8][C:9]([C@H:12]([NH2:14])[CH3:13])=[CH:10][CH:11]=1)([CH3:4])([CH3:2])[CH3:3], predict the reactants needed to synthesize it. The reactants are: [C:1]([O:5][C:6]1[CH:11]=[CH:10][C:9]([C@H:12]([NH:14]C(=O)COC)[CH3:13])=[CH:8][CH:7]=1)([CH3:4])([CH3:3])[CH3:2].N(CCO)(CCO)CCO.[OH-].[Na+]. (4) The reactants are: [Cl:1][C:2]1[CH:7]=[CH:6][C:5]([CH2:8][CH2:9][NH2:10])=[CH:4][CH:3]=1.Cl[C:12]1[CH:17]=[C:16]([C:18]2[CH:23]=[CH:22][CH:21]=[C:20]([CH3:24])[C:19]=2[CH3:25])[N:15]=[C:14]([NH2:26])[N:13]=1. Given the product [Cl:1][C:2]1[CH:7]=[CH:6][C:5]([CH2:8][CH2:9][NH:10][C:12]2[CH:17]=[C:16]([C:18]3[CH:23]=[CH:22][CH:21]=[C:20]([CH3:24])[C:19]=3[CH3:25])[N:15]=[C:14]([NH2:26])[N:13]=2)=[CH:4][CH:3]=1, predict the reactants needed to synthesize it. (5) Given the product [OH:29][C@H:30]([CH2:41][CH3:42])[C:31]([NH:33][C:34]1[CH:39]=[CH:38][C:37]([CH3:40])=[CH:36][N:35]=1)=[O:32], predict the reactants needed to synthesize it. The reactants are: CCCC[N+](CCCC)(CCCC)CCCC.O.O.O.[F-].[Si]([O:29][C@H:30]([CH2:41][CH3:42])[C:31]([NH:33][C:34]1[CH:39]=[CH:38][C:37]([CH3:40])=[CH:36][N:35]=1)=[O:32])(C(C)(C)C)(C)C.O.CCOC(C)=O. (6) The reactants are: F[C:2]1[CH:3]=[C:4]([CH:7]=[C:8]([N:10]2[CH2:16][CH2:15][CH2:14][C:13]3[N:17]=[C:18]([C:20]4[CH:25]=[CH:24][CH:23]=[CH:22][N:21]=4)[O:19][C:12]=3[CH2:11]2)[CH:9]=1)[C:5]#[N:6].BrC1C=C(C=CC=1)C#N.C(Cl)Cl. Given the product [N:21]1[CH:22]=[CH:23][CH:24]=[CH:25][C:20]=1[C:18]1[O:19][C:12]2[CH2:11][N:10]([C:8]3[CH:7]=[C:4]([CH:3]=[CH:2][CH:9]=3)[C:5]#[N:6])[CH2:16][CH2:15][CH2:14][C:13]=2[N:17]=1, predict the reactants needed to synthesize it.